Predict the product of the given reaction. From a dataset of Forward reaction prediction with 1.9M reactions from USPTO patents (1976-2016). (1) The product is: [C:1]([O:8][CH2:9][N:35]1[C:31]2[C:30](=[CH:29][C:28]([CH2:27][CH2:26][N:23]3[CH2:24][CH2:25][N:20]([C:17]4[C:15]5[CH:16]=[CH:11][CH:12]=[CH:13][C:14]=5[S:19][N:18]=4)[CH2:21][CH2:22]3)=[C:33]([Cl:34])[CH:32]=2)[CH2:38][C:36]1=[O:37])(=[O:7])[CH2:2][CH2:3][CH2:4][CH2:5][CH3:6]. Given the reactants [C:1]([O:8][CH2:9]Cl)(=[O:7])[CH2:2][CH2:3][CH2:4][CH2:5][CH3:6].[CH:11]1[CH:12]=[CH:13][C:14]2[S:19][N:18]=[C:17]([N:20]3[CH2:25][CH2:24][N:23]([CH2:26][CH2:27][C:28]4[CH:29]=[C:30]5[CH2:38][C:36](=[O:37])[NH:35][C:31]5=[CH:32][C:33]=4[Cl:34])[CH2:22][CH2:21]3)[C:15]=2[CH:16]=1.C(N(CC)CC)C, predict the reaction product. (2) Given the reactants [CH3:1][S:2]([N:5]1[CH2:14][CH2:13][C:12]2[C:7](=[CH:8][CH:9]=[C:10]([C:15]3[N:19]=[C:18]([CH2:20][CH2:21][C:22]4[CH:27]=[CH:26][C:25](B5OC(C)(C)C(C)(C)O5)=[CH:24][CH:23]=4)[O:17][N:16]=3)[CH:11]=2)[CH2:6]1)(=[O:4])=[O:3].Br[C:38]1[CH:43]=[CH:42][C:41]([CH3:44])=[CH:40][N:39]=1.O1CCOCC1.C([O-])([O-])=O.[Na+].[Na+], predict the reaction product. The product is: [CH3:44][C:41]1[CH:42]=[CH:43][C:38]([C:25]2[CH:26]=[CH:27][C:22]([CH2:21][CH2:20][C:18]3[O:17][N:16]=[C:15]([C:10]4[CH:11]=[C:12]5[C:7](=[CH:8][CH:9]=4)[CH2:6][N:5]([S:2]([CH3:1])(=[O:3])=[O:4])[CH2:14][CH2:13]5)[N:19]=3)=[CH:23][CH:24]=2)=[N:39][CH:40]=1. (3) The product is: [CH3:26][C:16]1([CH3:27])[C:15]2[CH:14]=[C:13]([C:12]#[C:11][C:8]3[CH:7]=[CH:6][C:5]([CH2:4][C:3]([OH:28])=[O:2])=[CH:10][CH:9]=3)[CH:22]=[C:21]([CH:23]=[CH2:24])[C:20]=2[C:19](=[O:25])[CH2:18][CH2:17]1. Given the reactants C[O:2][C:3](=[O:28])[CH2:4][C:5]1[CH:10]=[CH:9][C:8]([C:11]#[C:12][C:13]2[CH:22]=[C:21]([CH:23]=[CH2:24])[C:20]3[C:19](=[O:25])[CH2:18][CH2:17][C:16]([CH3:27])([CH3:26])[C:15]=3[CH:14]=2)=[CH:7][CH:6]=1.[OH-].[Li+], predict the reaction product. (4) Given the reactants [C:1]([C@H:5]1[CH2:10][CH2:9][C@H:8]([O:11][C:12]2[CH:13]=[C:14]3[C:19](=[CH:20][CH:21]=2)[CH:18]=[C:17]([C:22]([NH2:25])([CH3:24])[CH3:23])[CH:16]=[CH:15]3)[CH2:7][CH2:6]1)([CH3:4])([CH3:3])[CH3:2].[C:26]([O:30][CH3:31])(=[O:29])[CH:27]=[CH2:28], predict the reaction product. The product is: [C:1]([C@H:5]1[CH2:10][CH2:9][C@H:8]([O:11][C:12]2[CH:13]=[C:14]3[C:19](=[CH:20][CH:21]=2)[CH:18]=[C:17]([C:22]([NH:25][CH2:28][CH2:27][C:26]([O:30][CH3:31])=[O:29])([CH3:24])[CH3:23])[CH:16]=[CH:15]3)[CH2:7][CH2:6]1)([CH3:4])([CH3:2])[CH3:3].